From a dataset of Full USPTO retrosynthesis dataset with 1.9M reactions from patents (1976-2016). Predict the reactants needed to synthesize the given product. (1) Given the product [C:18]1([C:2]2[CH:3]=[C:4]([CH:7]=[C:8]([C:2]3[CH:3]=[CH:4][CH:7]=[CH:8][CH:9]=3)[C:9]=2[O:10][CH2:11][O:12][CH2:13][CH2:14][O:15][CH3:16])[CH:5]=[O:6])[CH:23]=[CH:22][CH:21]=[CH:20][CH:19]=1, predict the reactants needed to synthesize it. The reactants are: I[C:2]1[CH:3]=[C:4]([CH:7]=[C:8](I)[C:9]=1[O:10][CH2:11][O:12][CH2:13][CH2:14][O:15][CH3:16])[CH:5]=[O:6].[C:18]1(B(O)O)[CH:23]=[CH:22][CH:21]=[CH:20][CH:19]=1. (2) Given the product [Cl:1][C:2]1[CH:3]=[C:4]([CH:8]=[CH:9][C:10]=1[Cl:11])[C:5]([NH:12][C:13]1[CH:14]=[CH:15][C:16]([O:17][C:18]2[CH:23]=[CH:22][C:21]([CH2:24][CH2:25][C:26]([O:28][CH2:29][CH3:30])=[O:27])=[CH:20][CH:19]=2)=[CH:31][CH:32]=1)=[O:6], predict the reactants needed to synthesize it. The reactants are: [Cl:1][C:2]1[CH:3]=[C:4]([CH:8]=[CH:9][C:10]=1[Cl:11])[C:5](Cl)=[O:6].[NH2:12][C:13]1[CH:32]=[CH:31][C:16]([O:17][C:18]2[CH:23]=[CH:22][C:21]([CH2:24][CH2:25][C:26]([O:28][CH2:29][CH3:30])=[O:27])=[CH:20][CH:19]=2)=[CH:15][CH:14]=1.C(N(CC)CC)C.O.